Dataset: Forward reaction prediction with 1.9M reactions from USPTO patents (1976-2016). Task: Predict the product of the given reaction. (1) Given the reactants [Cl:1][C:2]1[N:7]=[C:6](Cl)[CH:5]=[CH:4][N:3]=1.[NH2:9][C:10]1[CH:14]=[C:13]([CH3:15])[NH:12][N:11]=1.C(N(C(C)C)C(C)C)C, predict the reaction product. The product is: [Cl:1][C:2]1[N:7]=[C:6]([NH:9][C:10]2[CH:14]=[C:13]([CH3:15])[NH:12][N:11]=2)[CH:5]=[CH:4][N:3]=1. (2) Given the reactants [CH2:1]1[C:5]2([CH2:10][CH2:9][NH:8][CH2:7][CH2:6]2)[CH2:4][CH2:3][N:2]1[C:11]1[CH:12]=[N:13][CH:14]=[C:15]([CH:18]=1)[C:16]#[N:17].[CH3:19][C:20]1[C:28]([C@@H:29]2[CH2:31][O:30]2)=[CH:27][CH:26]=[C:25]2[C:21]=1[CH2:22][O:23][C:24]2=[O:32], predict the reaction product. The product is: [OH:30][C@H:29]([C:28]1[C:20]([CH3:19])=[C:21]2[C:25](=[CH:26][CH:27]=1)[C:24](=[O:32])[O:23][CH2:22]2)[CH2:31][N:8]1[CH2:7][CH2:6][C:5]2([CH2:1][N:2]([C:11]3[CH:12]=[N:13][CH:14]=[C:15]([CH:18]=3)[C:16]#[N:17])[CH2:3][CH2:4]2)[CH2:10][CH2:9]1. (3) Given the reactants [CH:1](O)=[O:2].C(OC(=O)C)(=O)C.[CH3:11][N:12]1[C:16]([C:17]([C:19]2[CH:24]=[CH:23][C:22]([NH:25][CH3:26])=[CH:21][CH:20]=2)=[O:18])=[CH:15][N:14]=[CH:13]1, predict the reaction product. The product is: [CH3:26][N:25]([C:22]1[CH:23]=[CH:24][C:19]([C:17]([C:16]2[N:12]([CH3:11])[CH:13]=[N:14][CH:15]=2)=[O:18])=[CH:20][CH:21]=1)[CH:1]=[O:2]. (4) The product is: [OH:35][CH2:34][CH2:36][NH:37][C:4]([C:6]1[C:7]2[S:15][CH:14]=[C:13]([CH2:16][O:17][C:18]3[CH:23]=[CH:22][CH:21]=[C:20]([O:24][CH2:25][C:26]4[CH:31]=[CH:30][C:29]([O:32][CH3:33])=[CH:28][CH:27]=4)[CH:19]=3)[C:8]=2[C:9]([NH2:12])=[N:10][CH:11]=1)=[O:5]. Given the reactants C(O[C:4]([C:6]1[C:7]2[S:15][CH:14]=[C:13]([CH2:16][O:17][C:18]3[CH:23]=[CH:22][CH:21]=[C:20]([O:24][CH2:25][C:26]4[CH:31]=[CH:30][C:29]([O:32][CH3:33])=[CH:28][CH:27]=4)[CH:19]=3)[C:8]=2[C:9]([NH2:12])=[N:10][CH:11]=1)=[O:5])C.[CH2:34]([CH2:36][NH2:37])[OH:35], predict the reaction product. (5) Given the reactants [CH3:1][C:2]1[CH:24]=[CH:23][C:22]([CH3:25])=[CH:21][C:3]=1[CH2:4][O:5][C:6]1[CH:11]=[CH:10][C:9]([C:12](=[O:20])[CH2:13][CH2:14][C:15]([O:17]CC)=[O:16])=[CH:8][CH:7]=1.[OH-].[Na+].Cl, predict the reaction product. The product is: [CH3:1][C:2]1[CH:24]=[CH:23][C:22]([CH3:25])=[CH:21][C:3]=1[CH2:4][O:5][C:6]1[CH:7]=[CH:8][C:9]([C:12](=[O:20])[CH2:13][CH2:14][C:15]([OH:17])=[O:16])=[CH:10][CH:11]=1. (6) Given the reactants [C:1]1([C:7]2[CH:8]=[C:9]3[C:13](=[C:14]([C:16]([NH2:18])=[O:17])[CH:15]=2)[NH:12][CH:11]=[CH:10]3)[CH:6]=[CH:5][CH:4]=[CH:3][CH:2]=1.[CH:19]([CH:21]1[CH2:26][CH2:25][N:24]([C:27]([O:29][C:30]([CH3:33])([CH3:32])[CH3:31])=[O:28])[CH2:23][CH2:22]1)=O.[CH3:34][O-].[Na+], predict the reaction product. The product is: [NH2:18][C:16]([C:14]1[CH:15]=[C:7](/[C:1](=[CH:6]/[CH3:34])/[CH:2]=[CH:3]\[CH:4]=[CH2:5])[CH:8]=[C:9]2[C:13]=1[NH:12][CH:11]=[C:10]2[CH:19]=[C:21]1[CH2:26][CH2:25][N:24]([C:27]([O:29][C:30]([CH3:33])([CH3:32])[CH3:31])=[O:28])[CH2:23][CH2:22]1)=[O:17]. (7) Given the reactants [CH:1]([C:3]1[C:12]2[C:7](=[CH:8][CH:9]=[CH:10][CH:11]=2)[C:6]([C:13]([O:15][CH3:16])=[O:14])=[CH:5][CH:4]=1)=O.[NH2:17][OH:18], predict the reaction product. The product is: [OH:18][N:17]=[CH:1][C:3]1[C:12]2[C:7](=[CH:8][CH:9]=[CH:10][CH:11]=2)[C:6]([C:13]([O:15][CH3:16])=[O:14])=[CH:5][CH:4]=1. (8) Given the reactants [NH2:1][C:2]1[S:6][N:5]=[C:4]([CH3:7])[C:3]=1[C:8]([NH:10][C:11]1[CH:16]=[CH:15][CH:14]=[CH:13][C:12]=1[CH2:17][CH3:18])=[O:9].Cl[C:20]1[CH:25]=[N:24][CH:23]=[CH:22][N:21]=1.C(=O)([O-])[O-].[Cs+].[Cs+].CC1(C)C2C(=C(P(C3C=CC=CC=3)C3C=CC=CC=3)C=CC=2)OC2C(P(C3C=CC=CC=3)C3C=CC=CC=3)=CC=CC1=2, predict the reaction product. The product is: [CH2:17]([C:12]1[CH:13]=[CH:14][CH:15]=[CH:16][C:11]=1[NH:10][C:8]([C:3]1[C:4]([CH3:7])=[N:5][S:6][C:2]=1[NH:1][C:20]1[CH:25]=[N:24][CH:23]=[CH:22][N:21]=1)=[O:9])[CH3:18]. (9) Given the reactants [C:1](Cl)([CH3:3])=[O:2].[NH:5]1[C:13]2[C:8](=[CH:9][CH:10]=[CH:11][CH:12]=2)[CH2:7][NH:6]1.[CH3:14]CN(CC)CC.[CH2:21]([Cl:23])Cl, predict the reaction product. The product is: [Cl:23][C:21]1[N:6]=[CH:7][C:8]2[C:9]3([CH2:10][CH2:11]3)[CH2:14][N:5]([C:1](=[O:2])[CH3:3])[C:13]=2[CH:12]=1. (10) The product is: [F:35][C:36]1[C:41]([F:42])=[CH:40][CH:39]=[CH:38][C:37]=1[NH:43][C:2]1[N:12]=[C:11]([NH:13][C:14]2[CH:19]=[CH:18][C:17]([N:20]3[CH2:25][CH2:24][N:23]([C:26]([O:28][C:29]([CH3:32])([CH3:31])[CH3:30])=[O:27])[CH2:22][CH2:21]3)=[CH:16][C:15]=2[O:33][CH3:34])[C:5]2[C:6](=[O:10])[NH:7][N:8]=[CH:9][C:4]=2[CH:3]=1. Given the reactants Cl[C:2]1[N:12]=[C:11]([NH:13][C:14]2[CH:19]=[CH:18][C:17]([N:20]3[CH2:25][CH2:24][N:23]([C:26]([O:28][C:29]([CH3:32])([CH3:31])[CH3:30])=[O:27])[CH2:22][CH2:21]3)=[CH:16][C:15]=2[O:33][CH3:34])[C:5]2[C:6](=[O:10])[NH:7][N:8]=[CH:9][C:4]=2[CH:3]=1.[F:35][C:36]1[C:41]([F:42])=[CH:40][CH:39]=[CH:38][C:37]=1[NH2:43].C1(P(C2CCCCC2)C2C=CC=CC=2C2C(C(C)C)=CC(C(C)C)=CC=2C(C)C)CCCCC1.CC(C)([O-])C.[K+], predict the reaction product.